Task: Predict which catalyst facilitates the given reaction.. Dataset: Catalyst prediction with 721,799 reactions and 888 catalyst types from USPTO The catalyst class is: 98. Reactant: COCC[S](F)(F)([F:10])CCOC.O[C:14]([CH3:44])([CH3:43])[CH2:15][N:16]1[CH2:21][CH2:20][C:19]2([CH2:24][C:23]3([O:42][C:27]4=[CH:28][N:29]=[C:30]([C:32]5[CH:37]=[CH:36][C:35]([S:38]([CH3:41])(=[O:40])=[O:39])=[CH:34][CH:33]=5)[CH:31]=[C:26]4[CH2:25]3)[CH2:22]2)[CH2:18][CH2:17]1.O. Product: [F:10][C:14]([CH3:44])([CH3:43])[CH2:15][N:16]1[CH2:21][CH2:20][C:19]2([CH2:24][C:23]3([O:42][C:27]4=[CH:28][N:29]=[C:30]([C:32]5[CH:37]=[CH:36][C:35]([S:38]([CH3:41])(=[O:40])=[O:39])=[CH:34][CH:33]=5)[CH:31]=[C:26]4[CH2:25]3)[CH2:22]2)[CH2:18][CH2:17]1.